Dataset: Full USPTO retrosynthesis dataset with 1.9M reactions from patents (1976-2016). Task: Predict the reactants needed to synthesize the given product. (1) Given the product [CH3:5][C:6]1[CH:11]=[CH:10][N:9]=[C:8]([O:12][CH2:13][C:14]2[CH:21]=[CH:20][C:17](/[CH:18]=[CH:25]/[N+:22]([O-:24])=[O:23])=[CH:16][CH:15]=2)[CH:7]=1, predict the reactants needed to synthesize it. The reactants are: C(O)(=O)C.[CH3:5][C:6]1[CH:11]=[CH:10][N:9]=[C:8]([O:12][CH2:13][C:14]2[CH:21]=[CH:20][C:17]([CH:18]=O)=[CH:16][CH:15]=2)[CH:7]=1.[N+:22]([CH3:25])([O-:24])=[O:23].C([O-])(=O)C.[NH4+]. (2) Given the product [Cl:1][C:2]1[CH:3]=[CH:4][C:5]([O:25][CH2:26][CH:27]([CH3:29])[CH3:28])=[C:6]([NH:8][C:9]2[S:10][CH:11]=[C:12]([C:14]3[NH:18][C:17]4[CH:19]=[CH:20][C:21]([CH:23]=[O:24])=[CH:22][C:16]=4[N:15]=3)[N:13]=2)[CH:7]=1, predict the reactants needed to synthesize it. The reactants are: [Cl:1][C:2]1[CH:3]=[CH:4][C:5]([O:25][CH2:26][CH:27]([CH3:29])[CH3:28])=[C:6]([NH:8][C:9]2[S:10][CH:11]=[C:12]([C:14]3[NH:18][C:17]4[CH:19]=[CH:20][C:21]([CH2:23][OH:24])=[CH:22][C:16]=4[N:15]=3)[N:13]=2)[CH:7]=1.CC(OI1(OC(C)=O)(OC(C)=O)OC(=O)C2C=CC=CC1=2)=O.